This data is from Full USPTO retrosynthesis dataset with 1.9M reactions from patents (1976-2016). The task is: Predict the reactants needed to synthesize the given product. (1) Given the product [Cl:23][C:24]1[CH:32]=[C:31]([S:33](=[O:35])(=[O:34])[NH:2][CH2:3][CH2:4][CH2:5][CH2:6][CH2:7][CH2:8][C:9]([O:11][CH2:12][CH3:13])=[O:10])[CH:30]=[CH:29][C:25]=1[C:26]([OH:28])=[O:27], predict the reactants needed to synthesize it. The reactants are: Cl.[NH2:2][CH2:3][CH2:4][CH2:5][CH2:6][CH2:7][CH2:8][C:9]([O:11][CH2:12][CH3:13])=[O:10].C(N(CC)C(C)C)(C)C.[Cl:23][C:24]1[CH:32]=[C:31]([S:33](Cl)(=[O:35])=[O:34])[CH:30]=[CH:29][C:25]=1[C:26]([OH:28])=[O:27].Cl. (2) Given the product [CH:18]1([CH2:21][O:7][C:8]2[CH:9]=[CH:10][C:11]([C:12]([O:14][CH3:15])=[O:13])=[CH:16][CH:17]=2)[CH2:20][CH2:19]1, predict the reactants needed to synthesize it. The reactants are: C(=O)([O-])[O-].[K+].[K+].[OH:7][C:8]1[CH:17]=[CH:16][C:11]([C:12]([O:14][CH3:15])=[O:13])=[CH:10][CH:9]=1.[CH:18]1([CH2:21]Br)[CH2:20][CH2:19]1. (3) Given the product [CH2:1]([O:8][CH2:9][CH2:10][CH2:11][C@H:12]([CH:21]=[O:26])[CH2:13][C:14]([O:16][C:17]([CH3:18])([CH3:20])[CH3:19])=[O:15])[C:2]1[CH:7]=[CH:6][CH:5]=[CH:4][CH:3]=1, predict the reactants needed to synthesize it. The reactants are: [CH2:1]([O:8][CH2:9][CH2:10][CH2:11][C@H:12]([C:21](=[O:26])N(OC)C)[CH2:13][C:14]([O:16][C:17]([CH3:20])([CH3:19])[CH3:18])=[O:15])[C:2]1[CH:7]=[CH:6][CH:5]=[CH:4][CH:3]=1.C1COCC1.[H-].C([Al+]CC(C)C)C(C)C.S(=O)(=O)(O)O. (4) Given the product [N:15]1[CH:16]=[CH:17][C:12]([CH2:11][CH2:10][C:7]2[CH:6]=[CH:5][C:4]([NH2:1])=[CH:9][CH:8]=2)=[CH:13][CH:14]=1, predict the reactants needed to synthesize it. The reactants are: [N+:1]([C:4]1[CH:9]=[CH:8][C:7]([CH:10]=[CH:11][C:12]2[CH:17]=[CH:16][N:15]=[CH:14][CH:13]=2)=[CH:6][CH:5]=1)([O-])=O.[H][H]. (5) Given the product [NH2:26][C:15](=[O:16])[C@@H:14]([N:11]1[CH2:10][C:9]2([CH2:21][CH2:22][CH2:23][N:8]2[C:6]([O:5][C:1]([CH3:2])([CH3:4])[CH3:3])=[O:7])[C:12]1=[O:13])[C@H:18]([OH:20])[CH3:19], predict the reactants needed to synthesize it. The reactants are: [C:1]([O:5][C:6]([N:8]1[CH2:23][CH2:22][CH2:21][C:9]21[C:12](=[O:13])[N:11]([C@@H:14]([C@H:18]([OH:20])[CH3:19])[C:15](O)=[O:16])[CH2:10]2)=[O:7])([CH3:4])([CH3:3])[CH3:2].CC[N:26](C(C)C)C(C)C.CCN=C=NCCCN(C)C.Cl.C1C=CC2N(O)N=NC=2C=1.[NH4+].[Cl-].